Dataset: Forward reaction prediction with 1.9M reactions from USPTO patents (1976-2016). Task: Predict the product of the given reaction. Given the reactants [O:1]1[CH:5]=[CH:4][C:3]([C:6]([OH:8])=O)=[N:2]1.C(N(CC)CC)C.CN(C(ON1N=NC2C=CC=NC1=2)=[N+](C)C)C.F[P-](F)(F)(F)(F)F.[NH2:40][CH2:41][CH2:42][CH2:43][CH2:44][C:45]1[N:50]=[C:49]2[N:51]([CH3:60])[C:52](=[O:59])[N:53]([CH2:54][C:55]([CH3:58])([CH3:57])[CH3:56])[C:48]2=[CH:47][CH:46]=1, predict the reaction product. The product is: [CH3:56][C:55]([CH3:58])([CH3:57])[CH2:54][N:53]1[C:48]2[C:49](=[N:50][C:45]([CH2:44][CH2:43][CH2:42][CH2:41][NH:40][C:6]([C:3]3[CH:4]=[CH:5][O:1][N:2]=3)=[O:8])=[CH:46][CH:47]=2)[N:51]([CH3:60])[C:52]1=[O:59].